From a dataset of Forward reaction prediction with 1.9M reactions from USPTO patents (1976-2016). Predict the product of the given reaction. (1) Given the reactants [Cl:1][C:2]1[CH:3]=[C:4]([CH:13]=[CH:14][C:15]=1[Cl:16])[O:5][C:6]1[CH:7]=[N:8][C:9]([OH:12])=[N:10][CH:11]=1.[CH3:17][N:18]([C:22]1[CH:27]=[CH:26][CH:25]=[CH:24][CH:23]=1)[C:19](Cl)=[O:20].N12CCN(CC1)CC2.O, predict the reaction product. The product is: [Cl:1][C:2]1[CH:3]=[C:4]([CH:13]=[CH:14][C:15]=1[Cl:16])[O:5][C:6]1[CH:11]=[N:10][C:9]([O:12][C:19](=[O:20])[N:18]([CH3:17])[C:22]2[CH:27]=[CH:26][CH:25]=[CH:24][CH:23]=2)=[N:8][CH:7]=1. (2) Given the reactants [CH3:5][Si:4]([CH3:7])([CH3:6])[N-][Si:4]([CH3:7])([CH3:6])[CH3:5].[Li+].[OH:11][C:12]1[C:17]([CH2:18][CH2:19][CH3:20])=[C:16]([O:21][CH2:22][C:23]2[CH:28]=[CH:27][C:26]([I:29])=[CH:25][CH:24]=2)[CH:15]=[CH:14][C:13]=1[C:30](=[O:32])[CH3:31].[CH3:33][Si:34](Cl)([CH3:36])[CH3:35].C(=O)(O)[O-].[Na+], predict the reaction product. The product is: [I:29][C:26]1[CH:25]=[CH:24][C:23]([CH2:22][O:21][C:16]2[CH:15]=[CH:14][C:13]([C:30]([O:32][Si:34]([CH3:36])([CH3:35])[CH3:33])=[CH2:31])=[C:12]([O:11][Si:4]([CH3:5])([CH3:6])[CH3:7])[C:17]=2[CH2:18][CH2:19][CH3:20])=[CH:28][CH:27]=1. (3) Given the reactants [Br:1][C:2]1[CH:7]=[CH:6][C:5]([S:8]([N:11]2[C:19]3[C:14](=[CH:15][CH:16]=[CH:17][CH:18]=3)[CH:13]=[C:12]2[CH:20]=O)(=[O:10])=[O:9])=[CH:4][CH:3]=1.C(O)(=O)[CH2:23][C:24]([OH:26])=[O:25].N1CCCCC1.Cl, predict the reaction product. The product is: [Br:1][C:2]1[CH:7]=[CH:6][C:5]([S:8]([N:11]2[C:19]3[C:14](=[CH:15][CH:16]=[CH:17][CH:18]=3)[CH:13]=[C:12]2/[CH:20]=[CH:23]/[C:24]([OH:26])=[O:25])(=[O:9])=[O:10])=[CH:4][CH:3]=1. (4) Given the reactants [H-].[Na+].[C:3]([CH2:5]P(=O)(OCC)OCC)#[N:4].Br[C:15]1[CH:16]=[CH:17][C:18]([O:21][CH3:22])=[N:19][CH:20]=1.[F:23][C:24]1[CH:25]=[C:26]([CH:29]=[CH:30][CH:31]=1)[CH:27]=O, predict the reaction product. The product is: [F:23][C:24]1[CH:25]=[C:26](/[CH:27]=[C:5](\[C:15]2[CH:20]=[N:19][C:18]([O:21][CH3:22])=[CH:17][CH:16]=2)/[C:3]#[N:4])[CH:29]=[CH:30][CH:31]=1. (5) Given the reactants [CH:1]1([NH:5][C:6]([C:8]2[CH:12]=[C:11]([N+:13]([O-])=O)[NH:10][N:9]=2)=[O:7])[CH2:4][CH2:3][CH2:2]1, predict the reaction product. The product is: [NH2:13][C:11]1[NH:10][N:9]=[C:8]([C:6]([NH:5][CH:1]2[CH2:2][CH2:3][CH2:4]2)=[O:7])[CH:12]=1. (6) Given the reactants Br.[Br:2][C:3]1[CH:9]=[C:8]([O:10]C)[C:6]([NH2:7])=[C:5]([F:12])[CH:4]=1.B(Br)(Br)Br, predict the reaction product. The product is: [NH2:7][C:6]1[C:5]([F:12])=[CH:4][C:3]([Br:2])=[CH:9][C:8]=1[OH:10]. (7) Given the reactants [CH3:1][C:2]1([CH3:20])[O:19][C:6]2=[C:7]([CH3:18])[N:8]=[CH:9][C:10]([CH:11]=[CH:12][C:13]([O:15]CC)=[O:14])=[C:5]2[CH2:4][O:3]1.[OH-].[K+], predict the reaction product. The product is: [CH3:1][C:2]1([CH3:20])[O:19][C:6]2=[C:7]([CH3:18])[N:8]=[CH:9][C:10]([CH:11]=[CH:12][C:13]([OH:15])=[O:14])=[C:5]2[CH2:4][O:3]1.